This data is from Forward reaction prediction with 1.9M reactions from USPTO patents (1976-2016). The task is: Predict the product of the given reaction. (1) Given the reactants CO.[C:3]([C:6]1[CH:29]=[CH:28][C:9]([NH:10][C:11]2[CH:19]=[C:18]([CH2:20][CH2:21][C:22]3[CH:27]=[CH:26][CH:25]=[CH:24][CH:23]=3)[CH:17]=[CH:16][C:12]=2[C:13]([OH:15])=[O:14])=[CH:8][CH:7]=1)(=O)[CH3:4], predict the reaction product. The product is: [CH2:3]([C:6]1[CH:29]=[CH:28][C:9]([NH:10][C:11]2[CH:19]=[C:18]([CH2:20][CH2:21][C:22]3[CH:23]=[CH:24][CH:25]=[CH:26][CH:27]=3)[CH:17]=[CH:16][C:12]=2[C:13]([OH:15])=[O:14])=[CH:8][CH:7]=1)[CH3:4]. (2) Given the reactants [NH2:1][C:2]1[CH:3]=[C:4]([CH:16]=[CH:17][C:18]=1[O:19][CH3:20])[C:5]([NH:7][C:8]1[CH:13]=[CH:12][C:11]([CH3:14])=[C:10]([CH3:15])[CH:9]=1)=[O:6].[CH3:21][C:22]1[CH:23]=[C:24]([N:28]=[C:29]=[S:30])[CH:25]=[CH:26][CH:27]=1, predict the reaction product. The product is: [CH3:15][C:10]1[CH:9]=[C:8]([NH:7][C:5](=[O:6])[C:4]2[CH:16]=[CH:17][C:18]([O:19][CH3:20])=[C:2]([NH:1][C:29]([NH:28][C:24]3[CH:23]=[C:22]([CH3:21])[CH:27]=[CH:26][CH:25]=3)=[S:30])[CH:3]=2)[CH:13]=[CH:12][C:11]=1[CH3:14]. (3) Given the reactants Cl.[CH3:2][CH:3]([CH3:7])[C:4](=[NH:6])[NH2:5].C[O-].[Na+].[C:11]([C:13]1[CH:18]=[CH:17][CH:16]=[CH:15][C:14]=1[C:19]1[CH:24]=[CH:23][C:22]([CH2:25][CH:26]([C:31](=O)[CH2:32][CH2:33][CH2:34][CH3:35])[C:27](OC)=[O:28])=[CH:21][CH:20]=1)#[N:12], predict the reaction product. The product is: [CH2:32]([C:31]1[N:6]=[C:4]([CH:3]([CH3:7])[CH3:2])[NH:5][C:27](=[O:28])[C:26]=1[CH2:25][C:22]1[CH:21]=[CH:20][C:19]([C:14]2[C:13]([C:11]#[N:12])=[CH:18][CH:17]=[CH:16][CH:15]=2)=[CH:24][CH:23]=1)[CH2:33][CH2:34][CH3:35]. (4) The product is: [NH:1]1[C:10]2[C:5](=[CH:6][CH:7]=[CH:8][CH:9]=2)[CH2:4][CH:3]([NH:11][C:12](=[O:18])[O:13][C:14]([CH3:16])([CH3:15])[CH3:17])[CH2:2]1. Given the reactants [N:1]1[C:10]2[C:5](=[CH:6][CH:7]=[CH:8][CH:9]=2)[CH:4]=[C:3]([NH:11][C:12](=[O:18])[O:13][C:14]([CH3:17])([CH3:16])[CH3:15])[CH:2]=1.C(O)(=O)C, predict the reaction product. (5) Given the reactants [OH:1][C@H:2]1[CH2:6][CH2:5][N:4]([CH2:7][CH2:8][CH2:9][C:10]2[CH:15]=[CH:14][C:13]([O:16][CH3:17])=[CH:12][CH:11]=2)[CH2:3]1.C(N(CC)CC)C.[CH3:25][S:26](Cl)(=[O:28])=[O:27], predict the reaction product. The product is: [CH3:25][S:26]([O:1][C@H:2]1[CH2:6][CH2:5][N:4]([CH2:7][CH2:8][CH2:9][C:10]2[CH:11]=[CH:12][C:13]([O:16][CH3:17])=[CH:14][CH:15]=2)[CH2:3]1)(=[O:28])=[O:27]. (6) Given the reactants [C:1]([O:5][C:6]([N:8]([CH2:13][C:14]1[CH:15]=[C:16]([CH2:20][C:21]([O:23][CH3:24])=[O:22])[CH:17]=[CH:18][CH:19]=1)[CH2:9][CH2:10][CH2:11]O)=[O:7])([CH3:4])([CH3:3])[CH3:2].C(N(CC)CC)C.CS(Cl)(=O)=O.C(=O)([O-])[O-].[K+].[K+].[CH3:43][O:44][C:45]1[N:46]([CH2:60][C:61]2[CH:66]=[CH:65][C:64]([CH2:67][NH:68][CH3:69])=[CH:63][CH:62]=2)[C:47]2[C:52]([N:53]=1)=[C:51]([NH2:54])[N:50]=[C:49]([O:55][CH2:56][CH2:57][O:58][CH3:59])[N:48]=2, predict the reaction product. The product is: [NH2:54][C:51]1[N:50]=[C:49]([O:55][CH2:56][CH2:57][O:58][CH3:59])[N:48]=[C:47]2[C:52]=1[N:53]=[C:45]([O:44][CH3:43])[N:46]2[CH2:60][C:61]1[CH:66]=[CH:65][C:64]([CH2:67][N:68]([CH3:69])[CH2:11][CH2:10][CH2:9][N:8]([CH2:13][C:14]2[CH:15]=[C:16]([CH2:20][C:21]([O:23][CH3:24])=[O:22])[CH:17]=[CH:18][CH:19]=2)[C:6]([O:5][C:1]([CH3:4])([CH3:3])[CH3:2])=[O:7])=[CH:63][CH:62]=1. (7) Given the reactants C(N(CC)CC)C.[CH3:8][C:9]1[CH:31]=[CH:30][CH:29]=[C:28]([CH3:32])[C:10]=1[CH2:11][O:12][C:13]1[CH:14]=[C:15]([CH:19](Br)[CH2:20][CH2:21][C:22]([O:24][CH2:25][CH3:26])=[O:23])[CH:16]=[CH:17][CH:18]=1, predict the reaction product. The product is: [CH3:32][C:28]1[CH:29]=[CH:30][CH:31]=[C:9]([CH3:8])[C:10]=1[CH2:11][O:12][C:13]1[CH:14]=[C:15]([CH:19]=[CH:20][CH2:21][C:22]([O:24][CH2:25][CH3:26])=[O:23])[CH:16]=[CH:17][CH:18]=1. (8) Given the reactants [Cl:1][C:2]1[CH:7]=[C:6]([C:8]([F:11])([F:10])[F:9])[N:5]=[CH:4][C:3]=1[CH2:12]O.O=S(Cl)[Cl:16], predict the reaction product. The product is: [Cl:1][C:2]1[C:3]([CH2:12][Cl:16])=[CH:4][N:5]=[C:6]([C:8]([F:11])([F:10])[F:9])[CH:7]=1.